Dataset: Full USPTO retrosynthesis dataset with 1.9M reactions from patents (1976-2016). Task: Predict the reactants needed to synthesize the given product. (1) The reactants are: [F:1][C:2]1[CH:3]=[N:4][CH:5]=[CH:6][C:7]=1[C:8]1[C:9]([C:16]2[CH:17]=[N:18][CH:19]=[CH:20][CH:21]=2)=[N:10][C:11]([NH2:15])=[C:12]([NH2:14])[CH:13]=1.[F:22][C:23]1[CH:31]=[CH:30][C:26]([C:27](Cl)=O)=[CH:25][CH:24]=1. Given the product [F:22][C:23]1[CH:31]=[CH:30][C:26]([C:27]2[NH:15][C:11]3=[N:10][C:9]([C:16]4[CH:17]=[N:18][CH:19]=[CH:20][CH:21]=4)=[C:8]([C:7]4[CH:6]=[CH:5][N:4]=[CH:3][C:2]=4[F:1])[CH:13]=[C:12]3[N:14]=2)=[CH:25][CH:24]=1, predict the reactants needed to synthesize it. (2) Given the product [Br:18][C:10]1[CH:11]=[CH:12][C:7]([CH:4]2[CH2:5][CH2:6][O:1][CH2:2][CH2:3]2)=[CH:8][CH:9]=1, predict the reactants needed to synthesize it. The reactants are: [O:1]1[CH2:6][CH2:5][CH:4]([C:7]2[CH:12]=[CH:11][C:10](N)=[CH:9][CH:8]=2)[CH2:3][CH2:2]1.N([O-])=O.[Na+].[BrH:18]. (3) Given the product [O:8]=[C:1]1[CH2:6][CH2:5][CH2:4][C:3]2[NH:18][C:11]([CH3:12])=[CH:10][C:2]1=2, predict the reactants needed to synthesize it. The reactants are: [C:1]1(=[O:8])[CH2:6][CH2:5][CH2:4][C:3](=O)[CH2:2]1.Cl[CH2:10][C:11](=O)[CH3:12].C([O-])(=O)C.[NH4+:18].O. (4) Given the product [I-:25].[F:1][C:2]1[CH:7]=[CH:6][C:5]([C:8]([CH:20]2[CH2:21][CH2:22][CH2:23][CH2:24]2)([CH3:19])[C:9]([O:11][CH:12]2[CH2:17][CH2:16][N+:15]([CH3:26])([CH3:18])[CH2:14][CH2:13]2)=[O:10])=[CH:4][CH:3]=1, predict the reactants needed to synthesize it. The reactants are: [F:1][C:2]1[CH:7]=[CH:6][C:5]([C:8]([CH:20]2[CH2:24][CH2:23][CH2:22][CH2:21]2)([CH3:19])[C:9]([O:11][CH:12]2[CH2:17][CH2:16][N:15]([CH3:18])[CH2:14][CH2:13]2)=[O:10])=[CH:4][CH:3]=1.[I:25][CH3:26]. (5) Given the product [CH2:16]([N:6]1[CH2:7][CH2:8][N:15]2[C:13](=[O:14])[C:3]3[CH:4]=[N:5][N:6]([CH:7]([CH3:8])[CH3:12])[C:2]=3[N:1]=[C:3]2[CH2:2]1)[C:17]1[CH:22]=[CH:21][CH:20]=[CH:19][CH:18]=1, predict the reactants needed to synthesize it. The reactants are: [NH2:1][C:2]1[N:6]([C:7]2[CH:12]=CC=C[CH:8]=2)[N:5]=[CH:4][C:3]=1[C:13]([NH2:15])=[O:14].[CH:16](=O)[C:17]1[CH:22]=[CH:21][CH:20]=[CH:19][CH:18]=1.C=O. (6) Given the product [I:1][C:2]1[CH:3]=[C:4]([CH:8]=[CH:9][C:10]=1[CH3:11])[C:5]([NH:24][C:22]1[CH:21]=[C:20]([C:25]([F:26])([F:27])[F:28])[CH:19]=[C:18]([N:16]2[CH:17]=[C:13]([CH3:12])[N:14]=[CH:15]2)[CH:23]=1)=[O:7], predict the reactants needed to synthesize it. The reactants are: [I:1][C:2]1[CH:3]=[C:4]([CH:8]=[CH:9][C:10]=1[CH3:11])[C:5]([OH:7])=O.[CH3:12][C:13]1[N:14]=[CH:15][N:16]([C:18]2[CH:19]=[C:20]([C:25]([F:28])([F:27])[F:26])[CH:21]=[C:22]([NH2:24])[CH:23]=2)[CH:17]=1.CCN(CC)CC. (7) The reactants are: [CH2:1]([NH:3][C:4]([C:6]1[CH:11]=[CH:10][C:9]([N:12]2[CH:16]=[C:15]([C:17]([O:19]CC)=O)[N:14]=[N:13]2)=[C:8]([OH:22])[CH:7]=1)=[O:5])[CH3:2].[CH:23]1([NH2:26])[CH2:25][CH2:24]1.C1C=CC2N(O)N=NC=2C=1.CCN=C=NCCCN(C)C.Cl. Given the product [CH:23]1([NH:26][C:17]([C:15]2[N:14]=[N:13][N:12]([C:9]3[CH:10]=[CH:11][C:6]([C:4]([NH:3][CH2:1][CH3:2])=[O:5])=[CH:7][C:8]=3[OH:22])[CH:16]=2)=[O:19])[CH2:25][CH2:24]1, predict the reactants needed to synthesize it. (8) Given the product [CH2:17]([O:16][C:14]([C:12]1[CH:11]=[C:10]([CH:9]=[C:8]([C:3]2([C:1]#[N:2])[CH2:7][CH2:6][CH2:5][CH2:4]2)[CH:13]=1)[C:19]([OH:21])=[O:20])=[O:15])[CH3:18], predict the reactants needed to synthesize it. The reactants are: [C:1]([C:3]1([C:8]2[CH:9]=[C:10]([C:19]([O:21]CC)=[O:20])[CH:11]=[C:12]([C:14]([O:16][CH2:17][CH3:18])=[O:15])[CH:13]=2)[CH2:7][CH2:6][CH2:5][CH2:4]1)#[N:2].[OH-].[Na+].